Predict the product of the given reaction. From a dataset of Forward reaction prediction with 1.9M reactions from USPTO patents (1976-2016). (1) Given the reactants [CH2:1]([C:3]1[C:4]([NH:11][C@@H:12]2[C:20]3[C:15](=[CH:16][CH:17]=[CH:18][CH:19]=3)[CH2:14][C@@H]2O)=[N:5][C:6]([CH2:9][CH3:10])=[CH:7][N:8]=1)[CH3:2].[O:22]1C2CCCC(N)C=2C=C1, predict the reaction product. The product is: [CH2:1]([C:3]1[C:4]([NH:11][CH:12]2[C:20]3[CH:15]=[CH:14][O:22][C:19]=3[CH2:18][CH2:17][CH2:16]2)=[N:5][C:6]([CH2:9][CH3:10])=[CH:7][N:8]=1)[CH3:2]. (2) Given the reactants [CH:1]([OH:4])([CH3:3])[CH3:2].ClC(Cl)(O[C:9](=[O:15])OC(Cl)(Cl)Cl)Cl.CCN(CC)CC.[CH3:24][S:25]([C:28]1[CH:33]=[CH:32][C:31]([N:34]2[CH2:39][CH2:38][N:37]([CH2:40][CH2:41][CH:42]3[CH2:47][CH2:46][NH:45][CH2:44][CH2:43]3)[CH2:36][CH2:35]2)=[CH:30][CH:29]=1)(=[O:27])=[O:26], predict the reaction product. The product is: [CH:1]([O:4][C:9]([N:45]1[CH2:46][CH2:47][CH:42]([CH2:41][CH2:40][N:37]2[CH2:36][CH2:35][N:34]([C:31]3[CH:32]=[CH:33][C:28]([S:25]([CH3:24])(=[O:27])=[O:26])=[CH:29][CH:30]=3)[CH2:39][CH2:38]2)[CH2:43][CH2:44]1)=[O:15])([CH3:3])[CH3:2].